This data is from Full USPTO retrosynthesis dataset with 1.9M reactions from patents (1976-2016). The task is: Predict the reactants needed to synthesize the given product. Given the product [OH:47][CH:46]([C:42]1[S:41][CH:45]=[CH:44][CH:43]=1)[C:36]([CH3:40])([O:29][C:30]1[CH:35]=[CH:34][CH:33]=[CH:32][CH:31]=1)[C:37]([OH:39])=[O:38], predict the reactants needed to synthesize it. The reactants are: [Li+].CC([N-]C(C)C)C.C1COCC1.CCCCCCC.C(C1C=CC=CC=1)C.[O:29]([CH:36]([CH3:40])[C:37]([OH:39])=[O:38])[C:30]1[CH:35]=[CH:34][CH:33]=[CH:32][CH:31]=1.[S:41]1[CH:45]=[CH:44][CH:43]=[C:42]1[CH:46]=[O:47].